Dataset: Reaction yield outcomes from USPTO patents with 853,638 reactions. Task: Predict the reaction yield, written as a fraction of the theoretical maximum amount of product (1.0 means a 100% yield; for example, 0.34 means a 34% yield). (1) The reactants are C[Al](C)C.Cl.[C:6]([O:10][C:11](=[O:15])[CH2:12][NH:13][CH3:14])([CH3:9])([CH3:8])[CH3:7].[C:16]([C:18]1[C:23]2[N:24]=[C:25]([C:27](OCC)=[O:28])[O:26][C:22]=2[C:21]([F:32])=[C:20]([C:33]2[CH:38]=[CH:37][CH:36]=[CH:35][CH:34]=2)[C:19]=1[CH3:39])#[N:17].Cl. The catalyst is ClCCl. The product is [C:16]([C:18]1[C:23]2[N:24]=[C:25]([C:27]([CH2:14][NH:13][CH2:12][C:11]([O:10][C:6]([CH3:9])([CH3:8])[CH3:7])=[O:15])=[O:28])[O:26][C:22]=2[C:21]([F:32])=[C:20]([C:33]2[CH:38]=[CH:37][CH:36]=[CH:35][CH:34]=2)[C:19]=1[CH3:39])#[N:17]. The yield is 0.870. (2) The reactants are [N+:1]([C:4]1[CH:9]=[CH:8][C:7]([CH:10]([CH2:15][C:16]([OH:18])=O)[CH2:11][C:12](O)=[O:13])=[CH:6][CH:5]=1)([O-:3])=[O:2].[NH2:19]C(N)=O. The catalyst is CCOC(C)=O. The product is [N+:1]([C:4]1[CH:9]=[CH:8][C:7]([CH:10]2[CH2:15][C:16](=[O:18])[NH:19][C:12](=[O:13])[CH2:11]2)=[CH:6][CH:5]=1)([O-:3])=[O:2]. The yield is 0.220. (3) The reactants are Cl[C:2]1[C:7]([NH2:8])=[CH:6][CH:5]=[CH:4][N:3]=1.[N+:9]([C:12]1[CH:13]=[C:14]([CH:18]=[CH:19][CH:20]=1)[C:15](Cl)=[O:16])([O-:11])=[O:10].C(O)(=O)C. The catalyst is N1C=CC=CC=1.CCOC(C)=O. The product is [N+:9]([C:12]1[CH:13]=[C:14]([C:15]2[O:16][C:2]3[C:7]([N:8]=2)=[CH:6][CH:5]=[CH:4][N:3]=3)[CH:18]=[CH:19][CH:20]=1)([O-:11])=[O:10]. The yield is 0.350. (4) The reactants are [OH:1][C:2]1[CH:11]=[C:10]2[C:5]([CH:6]=[C:7]([CH:12]=[O:13])[CH:8]=[N:9]2)=[CH:4][CH:3]=1.Br[CH2:15][CH2:16][CH2:17][CH2:18][CH2:19][CH2:20][CH3:21].C([O-])([O-])=O.[K+].[K+].O. The catalyst is CN(C=O)C. The product is [CH2:15]([O:1][C:2]1[CH:11]=[C:10]2[C:5]([CH:6]=[C:7]([CH:12]=[O:13])[CH:8]=[N:9]2)=[CH:4][CH:3]=1)[CH2:16][CH2:17][CH2:18][CH2:19][CH2:20][CH3:21]. The yield is 0.300. (5) The reactants are [CH:1]1[C:13]2[CH:12]([CH2:14][O:15][C:16]([NH:18][C@H:19]([C:25]([OH:27])=[O:26])[CH2:20][CH2:21][CH2:22][CH2:23][NH2:24])=[O:17])[C:11]3[C:6](=[CH:7][CH:8]=[CH:9][CH:10]=3)[C:5]=2[CH:4]=[CH:3][CH:2]=1.[F:28][C:29]1[CH:34]=[CH:33][C:32]([S:35](Cl)(=[O:37])=[O:36])=[CH:31][CH:30]=1. No catalyst specified. The product is [F:28][C:29]1[CH:34]=[CH:33][C:32]([S:35]([NH:24][CH2:23][CH2:22][CH2:21][CH2:20][C@@H:19]([C:25]([OH:27])=[O:26])[NH:18][C:16]([O:15][CH2:14][CH:12]2[C:11]3[CH:10]=[CH:9][CH:8]=[CH:7][C:6]=3[C:5]3[C:13]2=[CH:1][CH:2]=[CH:3][CH:4]=3)=[O:17])(=[O:37])=[O:36])=[CH:31][CH:30]=1. The yield is 0.510. (6) The reactants are [CH3:1][O:2][C:3]1[S:7][C:6]([CH2:8][C:9]2[CH:14]=[CH:13][C:12]([NH2:15])=[CH:11][CH:10]=2)=[CH:5][CH:4]=1.S(O)(O)(=O)=O.Cl[C:22]1[NH:23][CH2:24][CH2:25][N:26]=1. The catalyst is C(#N)C.ClCCl. The product is [CH3:1][O:2][C:3]1[S:7][C:6]([CH2:8][C:9]2[CH:10]=[CH:11][C:12]([NH:15][C:22]3[NH:26][CH2:25][CH2:24][N:23]=3)=[CH:13][CH:14]=2)=[CH:5][CH:4]=1. The yield is 0.700. (7) The reactants are [F:1][C:2]([F:14])([F:13])[C:3]1[S:4][CH:5]=[C:6]([C:8]([O:10]CC)=[O:9])[N:7]=1.[OH-].[Li+]. The catalyst is C1COCC1.CO. The product is [F:14][C:2]([F:1])([F:13])[C:3]1[S:4][CH:5]=[C:6]([C:8]([OH:10])=[O:9])[N:7]=1. The yield is 0.930. (8) The reactants are C(OC(N1CCN2C(=O)C3C=C(C(F)(F)F)C=C(Br)C=3C[C@@H]2C1)=O)(C)(C)C.B1(C=C)OB(C=C)OB(C=C)O1.C1C=CN=CC=1.C([O-])([O-])=O.[K+].[K+].C(OC([N:59]1[CH2:79][CH2:78][N:62]2[C:63](=[O:77])[C:64]3[CH:65]=[C:66]([C:73]([F:76])([F:75])[F:74])[CH:67]=[C:68]([CH2:71][CH3:72])[C:69]=3[CH2:70][C@@H:61]2[CH2:60]1)=O)(C)(C)C.[ClH:80].O1CCOCC1. The catalyst is COCCOC.CCOC(C)=O.CCO.[Pd].C(OCC)C.O. The product is [ClH:80].[CH2:71]([C:68]1[C:69]2[CH2:70][C@@H:61]3[CH2:60][NH:59][CH2:79][CH2:78][N:62]3[C:63](=[O:77])[C:64]=2[CH:65]=[C:66]([C:73]([F:74])([F:76])[F:75])[CH:67]=1)[CH3:72]. The yield is 0.400. (9) The reactants are [CH3:1][C:2]1[CH:7]=[CH:6][C:5]([S:8]([O:11][CH2:12][C@H:13]2[CH2:22][CH2:21][C:20]3[C:15](=[C:16](OS(C(F)(F)F)(=O)=O)[CH:17]=[CH:18][CH:19]=3)[O:14]2)(=[O:10])=[O:9])=[CH:4][CH:3]=1.[Cl:31][C:32]1[CH:37]=[CH:36][CH:35]=[CH:34][C:33]=1B(O)O.C(=O)([O-])[O-].[K+].[K+].[Cl-].[Li+]. The catalyst is O1CCOCC1.O.C1C=CC([P]([Pd]([P](C2C=CC=CC=2)(C2C=CC=CC=2)C2C=CC=CC=2)([P](C2C=CC=CC=2)(C2C=CC=CC=2)C2C=CC=CC=2)[P](C2C=CC=CC=2)(C2C=CC=CC=2)C2C=CC=CC=2)(C2C=CC=CC=2)C2C=CC=CC=2)=CC=1. The product is [CH3:1][C:2]1[CH:3]=[CH:4][C:5]([S:8]([O:11][CH2:12][C@H:13]2[CH2:22][CH2:21][C:20]3[C:15](=[C:16]([C:33]4[CH:34]=[CH:35][CH:36]=[CH:37][C:32]=4[Cl:31])[CH:17]=[CH:18][CH:19]=3)[O:14]2)(=[O:9])=[O:10])=[CH:6][CH:7]=1. The yield is 0.810.